This data is from CYP2C19 inhibition data for predicting drug metabolism from PubChem BioAssay. The task is: Regression/Classification. Given a drug SMILES string, predict its absorption, distribution, metabolism, or excretion properties. Task type varies by dataset: regression for continuous measurements (e.g., permeability, clearance, half-life) or binary classification for categorical outcomes (e.g., BBB penetration, CYP inhibition). Dataset: cyp2c19_veith. (1) The compound is O=C(Nc1c(C(=O)N2CCOCC2)cnn1-c1ccccc1)c1ccco1. The result is 0 (non-inhibitor). (2) The drug is COC(=O)N1CCC2(CC1)CCN(c1ncccn1)CC2. The result is 0 (non-inhibitor).